Task: Predict the reactants needed to synthesize the given product.. Dataset: Full USPTO retrosynthesis dataset with 1.9M reactions from patents (1976-2016) (1) Given the product [CH2:1]([C:5]1([CH2:39][CH2:40][CH2:41][CH3:42])[NH:11][CH:10]([C:12]2[CH:13]=[CH:14][CH:15]=[CH:16][CH:17]=2)[C:9]2[CH:18]=[C:19]([O:35][CH3:36])[C:20]([CH2:22][NH:23][CH:24]([CH2:30][C:31]([OH:33])=[O:32])[CH2:25][C:26]([OH:28])=[O:27])=[CH:21][C:8]=2[S:7](=[O:37])(=[O:38])[CH2:6]1)[CH2:2][CH2:3][CH3:4], predict the reactants needed to synthesize it. The reactants are: [CH2:1]([C:5]1([CH2:39][CH2:40][CH2:41][CH3:42])[NH:11][CH:10]([C:12]2[CH:17]=[CH:16][CH:15]=[CH:14][CH:13]=2)[C:9]2[CH:18]=[C:19]([O:35][CH3:36])[C:20]([CH2:22][NH:23][CH:24]([CH2:30][C:31]([O:33]C)=[O:32])[CH2:25][C:26]([O:28]C)=[O:27])=[CH:21][C:8]=2[S:7](=[O:38])(=[O:37])[CH2:6]1)[CH2:2][CH2:3][CH3:4].[Li+].[OH-]. (2) The reactants are: [C:1]([NH:4][C:5]([CH:13]1[CH2:20][C:19]2[C:14]1=[CH:15][CH:16]=[CH:17][CH:18]=2)(C#N)[C:6]([O:8]CC)=[O:7])(=[O:3])[CH3:2].[OH-].[Na+]. Given the product [C:1]([NH:4][CH:5]([CH:13]1[CH2:20][C:19]2[C:14]1=[CH:15][CH:16]=[CH:17][CH:18]=2)[C:6]([OH:8])=[O:7])(=[O:3])[CH3:2], predict the reactants needed to synthesize it. (3) Given the product [N:1]1([C:8]2([C:15]#[N:16])[CH2:9][O:6][CH2:7]2)[CH2:5][CH2:4][CH2:3][CH2:2]1, predict the reactants needed to synthesize it. The reactants are: [NH:1]1[CH2:5][CH2:4][CH2:3][CH2:2]1.[O:6]1[CH2:9][C:8](=O)[CH2:7]1.C[Si]([C:15]#[N:16])(C)C.[OH-].[Na+]. (4) Given the product [Cl:1][C:2]1[CH:3]=[CH:4][C:5]2[S:9][C:8]([S:10]([NH:13][C:14]3[CH:15]=[C:16]([CH:20]=[CH:21][CH:22]=3)[C:17]([O:19][CH2:25][CH2:26][CH2:27][CH3:28])=[O:18])(=[O:12])=[O:11])=[C:7]([CH3:23])[C:6]=2[CH:24]=1, predict the reactants needed to synthesize it. The reactants are: [Cl:1][C:2]1[CH:3]=[CH:4][C:5]2[S:9][C:8]([S:10]([NH:13][C:14]3[CH:15]=[C:16]([CH:20]=[CH:21][CH:22]=3)[C:17]([OH:19])=[O:18])(=[O:12])=[O:11])=[C:7]([CH3:23])[C:6]=2[CH:24]=1.[CH2:25](O)[CH2:26][CH2:27][CH3:28]. (5) Given the product [CH3:5][C:4]1[CH2:11][C:1]2[C:6]([CH:3]=1)=[CH:5][CH:4]=[CH:3][C:2]=2[C:5]1[C:6]2[C:1](=[CH:11][CH:2]=[CH:1][CH:6]=2)[CH:2]=[CH:3][CH:4]=1, predict the reactants needed to synthesize it. The reactants are: [C:1]1([CH3:11])[CH:6]=[CH:5][C:4](S(O)(=O)=O)=[CH:3][CH:2]=1.O. (6) Given the product [CH3:12][C:5]1[CH:4]=[CH:3][C:2]([NH:1][C:21](=[O:22])[C:20]([F:31])([F:30])[F:19])=[CH:7][C:6]=1[C:8]([F:9])([F:10])[F:11], predict the reactants needed to synthesize it. The reactants are: [NH2:1][C:2]1[CH:3]=[CH:4][C:5]([CH3:12])=[C:6]([C:8]([F:11])([F:10])[F:9])[CH:7]=1.N1C=CC=CC=1.[F:19][C:20]([F:31])([F:30])[C:21](O[C:21](=[O:22])[C:20]([F:31])([F:30])[F:19])=[O:22].